Dataset: Catalyst prediction with 721,799 reactions and 888 catalyst types from USPTO. Task: Predict which catalyst facilitates the given reaction. (1) Reactant: [C:1]([O:8]CC)(=O)[C:2]([O:4]CC)=O.[F:11][C:12]1[CH:17]=[C:16]([F:18])[CH:15]=[CH:14][C:13]=1[N:19]1[C:23]([NH:24][CH2:25][CH3:26])=[C:22]([NH2:27])[CH:21]=[N:20]1. Product: [F:11][C:12]1[CH:17]=[C:16]([F:18])[CH:15]=[CH:14][C:13]=1[N:19]1[C:23]2[N:24]([CH2:25][CH3:26])[C:2](=[O:4])[C:1](=[O:8])[NH:27][C:22]=2[CH:21]=[N:20]1. The catalyst class is: 25. (2) Reactant: [NH4+].[N:2]#[C:3][S-:4].[CH2:5]1[C:13]2[C:8](=[CH:9][C:10]([NH2:14])=[CH:11][CH:12]=2)[CH2:7][CH2:6]1. Product: [CH2:5]1[C:13]2[C:8](=[CH:9][C:10]([NH:14][C:3]([NH2:2])=[S:4])=[CH:11][CH:12]=2)[CH2:7][CH2:6]1. The catalyst class is: 126. (3) The catalyst class is: 4. Product: [CH2:1]([O:3][C:4]([CH:6]1[CH2:7][NH:8][CH2:9][CH2:10][N:11]1[S:12]([C:15]1[CH:20]=[CH:19][C:18]([O:21][CH2:22][C:23]#[C:24][CH3:25])=[CH:17][CH:16]=1)(=[O:13])=[O:14])=[O:5])[CH3:2]. Reactant: [CH2:1]([O:3][C:4]([CH:6]1[N:11]([S:12]([C:15]2[CH:20]=[CH:19][C:18]([O:21][CH2:22][C:23]#[C:24][CH3:25])=[CH:17][CH:16]=2)(=[O:14])=[O:13])[CH2:10][CH2:9][N:8](C(OC(C)(C)C)=O)[CH2:7]1)=[O:5])[CH3:2].FC(F)(F)C(O)=O. (4) Reactant: Cl[C:2]1[N:7]=[N:6][C:5]([N:8]2[CH2:13][CH2:12][N:11]([C:14]([C:16]3[CH:21]=[CH:20][CH:19]=[CH:18][CH:17]=3)=[O:15])[CH2:10][C@H:9]2[CH3:22])=[C:4]2[N:23]=[CH:24][CH:25]=[CH:26][C:3]=12.[OH:27][CH2:28][C:29]1[CH:34]=[CH:33][C:32](B(O)O)=[CH:31][CH:30]=1.C(=O)([O-])[O-].[Na+].[Na+]. Product: [OH:27][CH2:28][C:29]1[CH:34]=[CH:33][C:32]([C:2]2[N:7]=[N:6][C:5]([N:8]3[CH2:13][CH2:12][N:11]([C:14]([C:16]4[CH:17]=[CH:18][CH:19]=[CH:20][CH:21]=4)=[O:15])[CH2:10][C@H:9]3[CH3:22])=[C:4]3[N:23]=[CH:24][CH:25]=[CH:26][C:3]=23)=[CH:31][CH:30]=1. The catalyst class is: 73. (5) Reactant: CC([O-])(C)C.[K+].[C:7]([C:10]1[CH:15]=[CH:14][CH:13]=[CH:12][CH:11]=1)(=[O:9])[CH3:8].C[O:17][C:18](=O)[C:19]1[CH:24]=[CH:23][C:22]([F:25])=[C:21]([CH3:26])[CH:20]=1. Product: [F:25][C:22]1[CH:23]=[CH:24][C:19]([C:18](=[O:17])[CH2:8][C:7]([C:10]2[CH:15]=[CH:14][CH:13]=[CH:12][CH:11]=2)=[O:9])=[CH:20][C:21]=1[CH3:26]. The catalyst class is: 1. (6) Reactant: [N:1]12[CH2:9][CH2:8][CH:5]([CH2:6][CH2:7]1)[NH:4][CH2:3][CH2:2]2.Cl[C:11]1[O:12][C:13]2[CH:19]=[CH:18][C:17]([C:20]3[CH:25]=[CH:24][CH:23]=[CH:22][CH:21]=3)=[CH:16][C:14]=2[N:15]=1.CC(C)([O-])C.[Na+].C1(C)C=CC=CC=1. Product: [C:20]1([C:17]2[CH:18]=[CH:19][C:13]3[O:12][C:11]([N:4]4[CH:5]5[CH2:8][CH2:9][N:1]([CH2:7][CH2:6]5)[CH2:2][CH2:3]4)=[N:15][C:14]=3[CH:16]=2)[CH:21]=[CH:22][CH:23]=[CH:24][CH:25]=1. The catalyst class is: 84.